This data is from Forward reaction prediction with 1.9M reactions from USPTO patents (1976-2016). The task is: Predict the product of the given reaction. (1) The product is: [F:25][C:23]1[CH:22]=[C:21]([F:26])[CH:20]=[C:19]2[C:24]=1[C:15]([NH:14][C:3]1[CH:4]=[C:5]([N:8]3[CH2:13][CH2:12][O:11][CH2:10][CH2:9]3)[N:6]=[CH:7][C:2]=1[C:42]1[CH:41]=[CH:40][C:39]([NH:38][S:35]([CH3:34])(=[O:36])=[O:37])=[CH:44][CH:43]=1)=[C:16]([CH3:33])[C:17]([C:27]1[CH:32]=[CH:31][CH:30]=[CH:29][N:28]=1)=[N:18]2. Given the reactants Br[C:2]1[C:3]([NH:14][C:15]2[C:24]3[C:19](=[CH:20][C:21]([F:26])=[CH:22][C:23]=3[F:25])[N:18]=[C:17]([C:27]3[CH:32]=[CH:31][CH:30]=[CH:29][N:28]=3)[C:16]=2[CH3:33])=[CH:4][C:5]([N:8]2[CH2:13][CH2:12][O:11][CH2:10][CH2:9]2)=[N:6][CH:7]=1.[CH3:34][S:35]([NH:38][C:39]1[CH:44]=[CH:43][C:42](B(O)O)=[CH:41][CH:40]=1)(=[O:37])=[O:36].C1(P(C2CCCCC2)C2CCCCC2)CCCCC1.[O-]P([O-])([O-])=O.[K+].[K+].[K+], predict the reaction product. (2) Given the reactants [H-].[Na+].[CH3:3][OH:4].F[C:6]1[CH:11]=[C:10]([N+:12]([O-:14])=[O:13])[CH:9]=[CH:8][C:7]=1[C:15]([F:18])([F:17])[F:16], predict the reaction product. The product is: [CH3:3][O:4][C:6]1[CH:11]=[C:10]([N+:12]([O-:14])=[O:13])[CH:9]=[CH:8][C:7]=1[C:15]([F:18])([F:17])[F:16].